The task is: Predict the reactants needed to synthesize the given product.. This data is from Full USPTO retrosynthesis dataset with 1.9M reactions from patents (1976-2016). The reactants are: [NH:1]1[CH:5]=[C:4]([C:6]([OH:14])([C:8]#[C:9][Si](C)(C)C)[CH3:7])[CH:3]=[N:2]1.O.O.[F-].[K+]. Given the product [NH:1]1[CH:5]=[C:4]([C:6]([OH:14])([C:8]#[CH:9])[CH3:7])[CH:3]=[N:2]1, predict the reactants needed to synthesize it.